This data is from Forward reaction prediction with 1.9M reactions from USPTO patents (1976-2016). The task is: Predict the product of the given reaction. (1) The product is: [C:22]([O:25][C@@H:26]([CH3:30])[C:27]([N:19]1[CH2:20][CH2:21][CH:16]([N:15]2[C:6]3[C:5]4[N:4]=[C:3]([Cl:2])[CH:12]=[CH:11][C:10]=4[N:9]=[CH:8][C:7]=3[N:13]=[N:14]2)[CH2:17][CH2:18]1)=[O:28])(=[O:24])[CH3:23]. Given the reactants Cl.[Cl:2][C:3]1[CH:12]=[CH:11][C:10]2[N:9]=[CH:8][C:7]3[N:13]=[N:14][N:15]([CH:16]4[CH2:21][CH2:20][NH:19][CH2:18][CH2:17]4)[C:6]=3[C:5]=2[N:4]=1.[C:22]([O:25][C@@H:26]([CH3:30])[C:27](Cl)=[O:28])(=[O:24])[CH3:23].CCN(CC)CC, predict the reaction product. (2) Given the reactants Cl[C:2]([O:4][C:5]1[CH:10]=[CH:9][CH:8]=[CH:7][CH:6]=1)=[O:3].[C:11]([C:15]1[CH:16]=[CH:17][C:18]([O:22][CH3:23])=[C:19]([CH:21]=1)[NH2:20])([CH3:14])([CH3:13])[CH3:12].C([O-])(O)=O.[Na+], predict the reaction product. The product is: [C:5]1([O:4][C:2](=[O:3])[NH:20][C:19]2[CH:21]=[C:15]([C:11]([CH3:12])([CH3:14])[CH3:13])[CH:16]=[CH:17][C:18]=2[O:22][CH3:23])[CH:10]=[CH:9][CH:8]=[CH:7][CH:6]=1. (3) Given the reactants Cl.[NH2:2][C@@H:3]1[CH2:12][CH2:11][CH2:10][C:9]2[C:8]([C:13]3[S:17][C:16]([C:18]4[CH:19]=[CH:20][C:21]([O:26][CH:27]([CH3:29])[CH3:28])=[C:22]([CH:25]=4)[C:23]#[N:24])=[N:15][N:14]=3)=[CH:7][CH:6]=[CH:5][C:4]1=2.[S:30](N)([NH2:33])(=[O:32])=[O:31].CCN(C(C)C)C(C)C, predict the reaction product. The product is: [C:23]([C:22]1[CH:25]=[C:18]([C:16]2[S:17][C:13]([C:8]3[CH:7]=[CH:6][CH:5]=[C:4]4[C:9]=3[CH2:10][CH2:11][CH2:12][C@H:3]4[NH:2][S:30]([NH2:33])(=[O:32])=[O:31])=[N:14][N:15]=2)[CH:19]=[CH:20][C:21]=1[O:26][CH:27]([CH3:29])[CH3:28])#[N:24]. (4) Given the reactants [Cl:1][C:2]1[C:10]2[C:6](=[C:7]([C:14]3[CH:19]=[CH:18][C:17]([O:20]C)=[CH:16][CH:15]=3)[N:8]([CH2:11][CH2:12][CH3:13])[N:9]=2)[CH:5]=[CH:4][CH:3]=1.B(Br)(Br)Br.C1CCCCC=1, predict the reaction product. The product is: [Cl:1][C:2]1[C:10]2[C:6](=[C:7]([C:14]3[CH:15]=[CH:16][C:17]([OH:20])=[CH:18][CH:19]=3)[N:8]([CH2:11][CH2:12][CH3:13])[N:9]=2)[CH:5]=[CH:4][CH:3]=1. (5) The product is: [NH2:17][C:18]1[CH:25]=[C:24]([O:5][CH2:4][CH2:3][N:2]([CH3:6])[CH3:1])[C:21]([C:22]#[N:23])=[CH:20][N:19]=1. Given the reactants [CH3:1][N:2]([CH3:6])[CH2:3][CH2:4][OH:5].C[Si]([N-][Si](C)(C)C)(C)C.[K+].[NH2:17][C:18]1[CH:25]=[C:24](F)[C:21]([C:22]#[N:23])=[CH:20][N:19]=1, predict the reaction product. (6) Given the reactants [CH2:1]([C@@H:3]([C:10]1[CH:15]=[CH:14][CH:13]=[C:12]([O:16]C)[CH:11]=1)[C@@H:4]([CH3:9])[CH2:5][N:6]([CH3:8])[CH3:7])[CH3:2].B(Br)(Br)Br.CO.[ClH:24], predict the reaction product. The product is: [ClH:24].[CH3:8][N:6]([CH3:7])[CH2:5][C@H:4]([CH3:9])[C@H:3]([C:10]1[CH:11]=[C:12]([OH:16])[CH:13]=[CH:14][CH:15]=1)[CH2:1][CH3:2]. (7) Given the reactants [N+:1]([C:4]1[CH:11]=[CH:10][CH:9]=[C:8]([N+:12]([O-:14])=[O:13])[C:5]=1[C:6]#[N:7])([O-])=O.[CH3:15][O:16][CH2:17][CH2:18][CH2:19]N, predict the reaction product. The product is: [CH3:15][O:16][CH2:17][CH2:18][CH2:19][NH:1][C:4]1[CH:11]=[CH:10][CH:9]=[C:8]([N+:12]([O-:14])=[O:13])[C:5]=1[C:6]#[N:7]. (8) Given the reactants [C:1](Cl)(=O)[C:2]([Cl:4])=[O:3].[CH3:7][N:8]1[C:16](=[O:17])[C:15]2[C:10](=[CH:11]C=[C:13](C(O)=O)[CH:14]=2)[C:9]1=[O:21].CN(C)C=O, predict the reaction product. The product is: [CH3:7][N:8]1[C:9](=[O:21])[C:10]2[C:15](=[CH:14][CH:13]=[C:1]([C:2]([Cl:4])=[O:3])[CH:11]=2)[C:16]1=[O:17]. (9) Given the reactants [C:1]([O:5][C:6]([N:8]1[CH2:13][CH2:12][NH:11][CH:10]([C:14]([F:17])([F:16])[F:15])[CH2:9]1)=[O:7])([CH3:4])([CH3:3])[CH3:2].[NH2:18][C:19]1[N:24]=[C:23](Cl)[C:22]([CH:26]=[O:27])=[C:21]([Cl:28])[N:20]=1.CCN(C(C)C)C(C)C, predict the reaction product. The product is: [NH2:18][C:19]1[N:24]=[C:23]([N:11]2[CH2:12][CH2:13][N:8]([C:6]([O:5][C:1]([CH3:4])([CH3:2])[CH3:3])=[O:7])[CH2:9][CH:10]2[C:14]([F:16])([F:17])[F:15])[C:22]([CH:26]=[O:27])=[C:21]([Cl:28])[N:20]=1.